Binary Classification. Given a drug SMILES string, predict its activity (active/inactive) in a high-throughput screening assay against a specified biological target. From a dataset of Choline transporter screen with 302,306 compounds. (1) The result is 0 (inactive). The compound is S(=O)(=O)(N1C2(OCC1)CCN(S(=O)(=O)c1ccc([N+]([O-])=O)cc1)CC2)c1ccc(OC)cc1. (2) The drug is S(c1[nH]n2C(c3ccc(OC)cc3)C=C(N=c2n1)C)C. The result is 0 (inactive). (3) The drug is S(=O)(=O)(NCC(OCc1cc([N+]([O-])=O)ccc1)=O)c1ccccc1. The result is 0 (inactive). (4) The molecule is O(c1cc(CC(=O)N\N=C\C=C/c2cc([N+]([O-])=O)ccc2)ccc1OC)C. The result is 0 (inactive).